Task: Predict the reactants needed to synthesize the given product.. Dataset: Full USPTO retrosynthesis dataset with 1.9M reactions from patents (1976-2016) (1) Given the product [CH3:27][O:26][C:22](=[O:25])[CH:23]=[CH:24][C:2]1[CH:9]=[C:8]([CH3:10])[C:5]([CH:6]=[O:7])=[C:4]([CH3:11])[CH:3]=1, predict the reactants needed to synthesize it. The reactants are: N[C:2]1[CH:9]=[C:8]([CH3:10])[C:5]([CH:6]=[O:7])=[C:4]([CH3:11])[CH:3]=1.[H+].[B-](F)(F)(F)F.N([O-])=O.[Na+].[C:22]([O:26][CH3:27])(=[O:25])[CH:23]=[CH2:24]. (2) Given the product [Cl:2][C:3]1[CH:8]=[CH:7][C:6]([C@@H:9]2[C@H:14]3[O:15][C:31]([CH3:30])([CH3:33])[O:17][CH2:16][C@@H:13]3[C@@H:12]([OH:18])[C@H:11]([OH:19])[C@H:10]2[OH:20])=[CH:5][C:4]=1[CH2:21][C:22]1[CH:23]=[CH:24][C:25]([CH2:28][CH3:29])=[CH:26][CH:27]=1, predict the reactants needed to synthesize it. The reactants are: Cl.[Cl:2][C:3]1[CH:8]=[CH:7][C:6]([C@@H:9]2[C@@H:14]([OH:15])[C@H:13]([CH2:16][OH:17])[C@@H:12]([OH:18])[C@H:11]([OH:19])[C@H:10]2[OH:20])=[CH:5][C:4]=1[CH2:21][C:22]1[CH:27]=[CH:26][C:25]([CH2:28][CH3:29])=[CH:24][CH:23]=1.[CH3:30][C:31]#N.[CH3:33]O. (3) The reactants are: N#N.[CH3:3][C:4]1[O:5][C:6]([C:12]2[CH:13]=[C:14]([CH3:18])[CH:15]=[CH:16][CH:17]=2)=[C:7]([C:9]([OH:11])=O)[N:8]=1.C1C=CC2N(O)N=NC=2C=1.C(Cl)CCl.CCN(C(C)C)C(C)C.[CH2:42]([O:44][CH2:45][C:46]1[N:47]=[C:48]([CH2:51][N:52]2[N:56]=[C:55]([NH2:57])[CH:54]=[N:53]2)[O:49][CH:50]=1)[CH3:43]. Given the product [CH2:42]([O:44][CH2:45][C:46]1[N:47]=[C:48]([CH2:51][N:52]2[N:56]=[C:55]([NH:57][C:9]([C:7]3[N:8]=[C:4]([CH3:3])[O:5][C:6]=3[C:12]3[CH:13]=[C:14]([CH3:18])[CH:15]=[CH:16][CH:17]=3)=[O:11])[CH:54]=[N:53]2)[O:49][CH:50]=1)[CH3:43], predict the reactants needed to synthesize it. (4) Given the product [Br:3][C:4]1[CH:5]=[CH:6][C:7]([O:12][CH2:13][CH:14]2[CH2:15][CH2:16][N:17]([CH2:20][C:21]([OH:22])([CH3:24])[CH3:23])[CH2:18][CH2:19]2)=[C:8]([CH:11]=1)[C:9]#[N:10], predict the reactants needed to synthesize it. The reactants are: OCl.[Br:3][C:4]1[CH:5]=[CH:6][C:7]([O:12][CH2:13][CH:14]2[CH2:19][CH2:18][NH:17][CH2:16][CH2:15]2)=[C:8]([CH:11]=1)[C:9]#[N:10].[CH3:20][C:21]1([CH3:24])[CH2:23][O:22]1.C([O-])([O-])=O.[K+].[K+].CCO. (5) Given the product [Si:14]([O:13][C:5]1[CH:4]=[C:3]([CH2:2][P:24]([O:25][CH2:26][CH3:27])([O:23][CH2:21][CH3:22])=[O:28])[CH:12]=[CH:11][C:6]=1[C:7]([O:9][CH3:10])=[O:8])([C:17]([CH3:20])([CH3:19])[CH3:18])([CH3:16])[CH3:15], predict the reactants needed to synthesize it. The reactants are: Br[CH2:2][C:3]1[CH:12]=[CH:11][C:6]([C:7]([O:9][CH3:10])=[O:8])=[C:5]([O:13][Si:14]([C:17]([CH3:20])([CH3:19])[CH3:18])([CH3:16])[CH3:15])[CH:4]=1.[CH2:21]([O:23][P:24]([O:28]CC)[O:25][CH2:26][CH3:27])[CH3:22]. (6) Given the product [C:1]([NH:5][C:6]([C:8]1[S:25][C:11]2[N:12]=[C:13]([S:23][CH3:24])[N:14]=[C:15]([C:16]3[CH:21]=[CH:20][CH:19]=[C:18]([O:22][C:28]([O:30][CH2:31][CH:32]=[CH2:33])=[O:29])[CH:17]=3)[C:10]=2[C:9]=1[NH2:26])=[O:7])([CH3:4])([CH3:2])[CH3:3], predict the reactants needed to synthesize it. The reactants are: [C:1]([NH:5][C:6]([C:8]1[S:25][C:11]2[N:12]=[C:13]([S:23][CH3:24])[N:14]=[C:15]([C:16]3[CH:21]=[CH:20][CH:19]=[C:18]([OH:22])[CH:17]=3)[C:10]=2[C:9]=1[NH2:26])=[O:7])([CH3:4])([CH3:3])[CH3:2].Cl[C:28]([O:30][CH2:31][CH:32]=[CH2:33])=[O:29].